This data is from NCI-60 drug combinations with 297,098 pairs across 59 cell lines. The task is: Regression. Given two drug SMILES strings and cell line genomic features, predict the synergy score measuring deviation from expected non-interaction effect. Drug 1: CC1=C(C=C(C=C1)C(=O)NC2=CC(=CC(=C2)C(F)(F)F)N3C=C(N=C3)C)NC4=NC=CC(=N4)C5=CN=CC=C5. Drug 2: C1CN1C2=NC(=NC(=N2)N3CC3)N4CC4. Cell line: HCC-2998. Synergy scores: CSS=22.9, Synergy_ZIP=-5.37, Synergy_Bliss=-4.34, Synergy_Loewe=0.671, Synergy_HSA=1.53.